This data is from Catalyst prediction with 721,799 reactions and 888 catalyst types from USPTO. The task is: Predict which catalyst facilitates the given reaction. (1) Product: [CH3:1][C@@:2]1([CH2:13][O:14][C:15]2[CH:20]=[CH:19][C:18]([N:21]3[CH2:26][CH2:25][N:24]([C:27](=[O:28])[C:54]4[CH:53]=[CH:52][C:51]([O:50][C:49]([F:48])([F:60])[F:61])=[CH:59][CH:58]=4)[CH2:23][CH2:22]3)=[CH:17][CH:16]=2)[O:6][C:5]2=[N:7][C:8]([N+:10]([O-:12])=[O:11])=[CH:9][N:4]2[CH2:3]1. Reactant: [CH3:1][C@@:2]1([CH2:13][O:14][C:15]2[CH:20]=[CH:19][C:18]([N:21]3[CH2:26][CH2:25][N:24]([C:27](OC(C)(C)C)=[O:28])[CH2:23][CH2:22]3)=[CH:17][CH:16]=2)[O:6][C:5]2=[N:7][C:8]([N+:10]([O-:12])=[O:11])=[CH:9][N:4]2[CH2:3]1.FC(F)(F)C(O)=O.C(N(CC)CC)C.[F:48][C:49]([F:61])([F:60])[O:50][C:51]1[CH:59]=[CH:58][C:54](C(Cl)=O)=[CH:53][CH:52]=1. The catalyst class is: 34. (2) Reactant: [NH2:1][CH:2]1[CH2:7][CH2:6][N:5]([CH2:8][CH2:9][N:10]2[C:19]3[C:14](=[CH:15][CH:16]=[C:17]([O:20][CH3:21])[CH:18]=3)[N:13]=[CH:12][C:11]2=[O:22])[CH2:4][CH2:3]1.[CH2:23]([C:25]1[CH:32]=[CH:31][C:28]([CH:29]=O)=[CH:27][CH:26]=1)[CH3:24].C(O[BH-](OC(=O)C)OC(=O)C)(=O)C.[Na+].C(=O)([O-])O.[Na+]. Product: [CH2:23]([C:25]1[CH:32]=[CH:31][C:28]([CH2:29][NH:1][CH:2]2[CH2:3][CH2:4][N:5]([CH2:8][CH2:9][N:10]3[C:19]4[C:14](=[CH:15][CH:16]=[C:17]([O:20][CH3:21])[CH:18]=4)[N:13]=[CH:12][C:11]3=[O:22])[CH2:6][CH2:7]2)=[CH:27][CH:26]=1)[CH3:24]. The catalyst class is: 671. (3) Reactant: [NH2:1][C@@H:2]([CH:28]1[CH2:33][CH2:32][C:31]([F:35])([F:34])[CH2:30][CH2:29]1)[C:3]([N:5]1[C@H:10]([C:11]([NH:13][C@H:14]2[C:23]3[C:18](=[CH:19][CH:20]=[CH:21][CH:22]=3)[O:17][CH2:16][CH2:15]2)=[O:12])[CH2:9][N:8]2[CH2:24][C@H:25]([OH:27])[CH2:26][C@@H:7]2[CH2:6]1)=[O:4].[C:36]([O:40][C:41]([N:43]([CH3:49])[C@H:44]([C:46](O)=[O:47])[CH3:45])=[O:42])([CH3:39])([CH3:38])[CH3:37].ON1C2C=CC=CC=2N=N1.C(N(CC)C(C)C)(C)C.C(N=C=NCCCN(C)C)C. Product: [C:36]([O:40][C:41](=[O:42])[N:43]([C@@H:44]([CH3:45])[C:46]([NH:1][C@@H:2]([CH:28]1[CH2:33][CH2:32][C:31]([F:34])([F:35])[CH2:30][CH2:29]1)[C:3]([N:5]1[C@H:10]([C:11](=[O:12])[NH:13][C@H:14]2[C:23]3[C:18](=[CH:19][CH:20]=[CH:21][CH:22]=3)[O:17][CH2:16][CH2:15]2)[CH2:9][N:8]2[CH2:24][C@H:25]([OH:27])[CH2:26][C@@H:7]2[CH2:6]1)=[O:4])=[O:47])[CH3:49])([CH3:39])([CH3:37])[CH3:38]. The catalyst class is: 288.